Dataset: Full USPTO retrosynthesis dataset with 1.9M reactions from patents (1976-2016). Task: Predict the reactants needed to synthesize the given product. (1) Given the product [O:9]1[C:13]2[CH:14]=[CH:15][CH:16]=[CH:17][C:12]=2[CH:11]=[C:10]1[C:18]1[N:22]2[N:23]=[C:24]([NH:5][C:3](=[O:4])[C@H:2]([OH:1])[CH3:6])[CH:25]=[CH:26][C:21]2=[N:20][CH:19]=1, predict the reactants needed to synthesize it. The reactants are: [OH:1][C@H:2]([CH3:6])[C:3]([NH2:5])=[O:4].[H-].[Na+].[O:9]1[C:13]2[CH:14]=[CH:15][CH:16]=[CH:17][C:12]=2[CH:11]=[C:10]1[C:18]1[N:22]2[N:23]=[C:24](Cl)[CH:25]=[CH:26][C:21]2=[N:20][CH:19]=1. (2) Given the product [O:6]=[C:2]1[CH2:3][CH2:4][CH2:5][N:1]1[C:7]([O:9][C:10]([CH3:13])([CH3:12])[CH3:11])=[O:8], predict the reactants needed to synthesize it. The reactants are: [NH:1]1[CH2:5][CH2:4][CH2:3][C:2]1=[O:6].[C:7](O[C:7]([O:9][C:10]([CH3:13])([CH3:12])[CH3:11])=[O:8])([O:9][C:10]([CH3:13])([CH3:12])[CH3:11])=[O:8].